This data is from NCI-60 drug combinations with 297,098 pairs across 59 cell lines. The task is: Regression. Given two drug SMILES strings and cell line genomic features, predict the synergy score measuring deviation from expected non-interaction effect. (1) Drug 1: CCC1(CC2CC(C3=C(CCN(C2)C1)C4=CC=CC=C4N3)(C5=C(C=C6C(=C5)C78CCN9C7C(C=CC9)(C(C(C8N6C=O)(C(=O)OC)O)OC(=O)C)CC)OC)C(=O)OC)O.OS(=O)(=O)O. Drug 2: CC(C)CN1C=NC2=C1C3=CC=CC=C3N=C2N. Cell line: A498. Synergy scores: CSS=-3.58, Synergy_ZIP=0.878, Synergy_Bliss=-1.26, Synergy_Loewe=-4.16, Synergy_HSA=-3.61. (2) Drug 1: C1=CC=C(C=C1)NC(=O)CCCCCCC(=O)NO. Cell line: SK-OV-3. Synergy scores: CSS=31.4, Synergy_ZIP=-3.09, Synergy_Bliss=1.03, Synergy_Loewe=-1.42, Synergy_HSA=3.50. Drug 2: CC1C(C(CC(O1)OC2CC(CC3=C2C(=C4C(=C3O)C(=O)C5=C(C4=O)C(=CC=C5)OC)O)(C(=O)CO)O)N)O.Cl.